Dataset: Forward reaction prediction with 1.9M reactions from USPTO patents (1976-2016). Task: Predict the product of the given reaction. (1) Given the reactants [CH3:1][O:2][C:3](=[O:15])[CH2:4][C:5]1[C:14]2[C:9](=[CH:10][CH:11]=[CH:12][CH:13]=2)[CH:8]=[CH:7][CH:6]=1.CN(C)P(N(C)C)(N(C)C)=O.C([N-]C(C)C)(C)C.[Li+].[C:35]([O:39][C:40]([NH:42][CH2:43][CH2:44][CH2:45][CH2:46][CH2:47][CH2:48]I)=[O:41])([CH3:38])([CH3:37])[CH3:36], predict the reaction product. The product is: [CH3:1][O:2][C:3](=[O:15])[CH:4]([CH2:48][CH2:47][CH2:46][CH2:45][CH2:44][CH2:43][NH:42][C:40]([O:39][C:35]([CH3:36])([CH3:38])[CH3:37])=[O:41])[C:5]1[C:14]2[C:9](=[CH:10][CH:11]=[CH:12][CH:13]=2)[CH:8]=[CH:7][CH:6]=1. (2) Given the reactants [O:1]1[C:5]2[CH:6]=[CH:7][C:8]([CH2:10][CH:11]3[CH2:16][CH2:15][CH2:14][N:13]([CH2:17][C:18]4[CH:23]=[CH:22][CH:21]=[CH:20][CH:19]=4)[C:12]3=O)=[CH:9][C:4]=2[O:3][CH2:2]1, predict the reaction product. The product is: [O:1]1[C:5]2[CH:6]=[CH:7][C:8]([CH2:10][CH:11]3[CH2:16][CH2:15][CH2:14][N:13]([CH2:17][C:18]4[CH:19]=[CH:20][CH:21]=[CH:22][CH:23]=4)[CH2:12]3)=[CH:9][C:4]=2[O:3][CH2:2]1. (3) Given the reactants [F:1][CH:2]([F:23])[O:3][C:4]1[C:9]2[O:10][C:11]3[C:12](=[O:17])[NH:13][N:14]=[CH:15][C:16]=3[C:8]=2[C:7]([C:18]([O:20][CH2:21][CH3:22])=[O:19])=[CH:6][CH:5]=1.[H-].[Na+].[CH2:26](Br)[CH3:27].Cl, predict the reaction product. The product is: [F:23][CH:2]([F:1])[O:3][C:4]1[C:9]2[O:10][C:11]3[C:12](=[O:17])[N:13]([CH2:26][CH3:27])[N:14]=[CH:15][C:16]=3[C:8]=2[C:7]([C:18]([O:20][CH2:21][CH3:22])=[O:19])=[CH:6][CH:5]=1. (4) Given the reactants [C:1]([N:8]1[CH2:12][CH2:11][CH:10]([C:13]([OH:15])=O)[CH2:9]1)([O:3][C:4]([CH3:7])([CH3:6])[CH3:5])=[O:2].C(N(CC)C(C)C)(C)C.CN(C(O[N:33]1N=N[C:35]2C=CC=[N:39][C:34]1=2)=[N+](C)C)C.F[P-](F)(F)(F)(F)F.ONC(=N)C, predict the reaction product. The product is: [C:4]([O:3][C:1]([N:8]1[CH2:12][CH2:11][CH:10]([C:13]2[O:15][N:39]=[C:34]([CH3:35])[N:33]=2)[CH2:9]1)=[O:2])([CH3:5])([CH3:6])[CH3:7]. (5) The product is: [F:37][C:2]1([F:1])[O:6][C:5]2[CH:7]=[CH:8][C:9]([C:11]3([C:14]([NH:16][C@H:17]4[C:26]5[C:21](=[CH:22][C:23]([CH3:27])=[CH:24][CH:25]=5)[O:20][C@@H:19]([C:28]5[CH:29]=[C:30]([CH:34]=[CH:35][CH:36]=5)[C:31]([NH:62][CH:63]5[CH2:67][CH2:66][C:65]([CH3:73])([C:68]([O:70][CH2:71][CH3:72])=[O:69])[CH2:64]5)=[O:32])[CH2:18]4)=[O:15])[CH2:13][CH2:12]3)=[CH:10][C:4]=2[O:3]1. Given the reactants [F:1][C:2]1([F:37])[O:6][C:5]2[CH:7]=[CH:8][C:9]([C:11]3([C:14]([NH:16][C@H:17]4[C:26]5[C:21](=[CH:22][C:23]([CH3:27])=[CH:24][CH:25]=5)[O:20][C@@H:19]([C:28]5[CH:29]=[C:30]([CH:34]=[CH:35][CH:36]=5)[C:31](O)=[O:32])[CH2:18]4)=[O:15])[CH2:13][CH2:12]3)=[CH:10][C:4]=2[O:3]1.CN(C(ON1N=NC2C=CC=NC1=2)=[N+](C)C)C.F[P-](F)(F)(F)(F)F.[NH2:62][CH:63]1[CH2:67][CH2:66][C:65]([CH3:73])([C:68]([O:70][CH2:71][CH3:72])=[O:69])[CH2:64]1, predict the reaction product. (6) Given the reactants [Br:1][C:2]1[C:3]([N:12]2[CH2:17][CH2:16][N:15]([CH:18]([C:20]3[CH:25]=[CH:24][CH:23]=[CH:22][CH:21]=3)[CH3:19])[CH2:14][CH2:13]2)=[C:4]([N+:9]([O-])=O)[C:5]([NH2:8])=[N:6][CH:7]=1.CCO.[OH:29][CH:30]1[CH2:35][CH2:34][N:33]([C:36]2[CH:43]=[CH:42][C:39]([CH:40]=O)=[CH:38][CH:37]=2)[CH2:32][CH2:31]1.[O-]S(S([O-])=O)=O.[Na+].[Na+], predict the reaction product. The product is: [Br:1][C:2]1[C:3]([N:12]2[CH2:17][CH2:16][N:15]([CH:18]([C:20]3[CH:25]=[CH:24][CH:23]=[CH:22][CH:21]=3)[CH3:19])[CH2:14][CH2:13]2)=[C:4]2[N:9]=[C:40]([C:39]3[CH:38]=[CH:37][C:36]([N:33]4[CH2:34][CH2:35][CH:30]([OH:29])[CH2:31][CH2:32]4)=[CH:43][CH:42]=3)[NH:8][C:5]2=[N:6][CH:7]=1. (7) Given the reactants Cl[C:2]1[C:7]([C:8]([O:10][CH2:11][CH3:12])=[O:9])=[CH:6][N:5]=[C:4]([Cl:13])[CH:3]=1.[NH2:14][C:15]1[CH:27]=[CH:26][C:18]([C:19]([O:21][C:22]([CH3:25])([CH3:24])[CH3:23])=[O:20])=[CH:17][CH:16]=1.C(#N)C, predict the reaction product. The product is: [C:22]([O:21][C:19]([C:18]1[CH:17]=[CH:16][C:15]([NH:14][C:2]2[C:7]([C:8]([O:10][CH2:11][CH3:12])=[O:9])=[CH:6][N:5]=[C:4]([Cl:13])[CH:3]=2)=[CH:27][CH:26]=1)=[O:20])([CH3:25])([CH3:23])[CH3:24].